This data is from Forward reaction prediction with 1.9M reactions from USPTO patents (1976-2016). The task is: Predict the product of the given reaction. (1) Given the reactants [CH2:1]([C:5]1[N:6]=[C:7]([CH3:27])[NH:8][C:9](=[O:26])[C:10]=1[CH2:11][C:12]1[CH:17]=[CH:16][C:15]([C:18]2[C:19]([C:24]#[N:25])=[CH:20][CH:21]=[CH:22][CH:23]=2)=[CH:14][CH:13]=1)[CH2:2][CH2:3][CH3:4].[Si:28]([O:35][CH:36]1[C:44]2[C:39](=[CH:40][CH:41]=[C:42](B(O)O)[CH:43]=2)[CH2:38][CH2:37]1)([C:31]([CH3:34])([CH3:33])[CH3:32])([CH3:30])[CH3:29].C(N(CC)CC)C.N1C=CC=CC=1, predict the reaction product. The product is: [CH2:1]([C:5]1[N:6]=[C:7]([CH3:27])[N:8]([C:42]2[CH:43]=[C:44]3[C:39](=[CH:40][CH:41]=2)[CH2:38][CH2:37][CH:36]3[O:35][Si:28]([C:31]([CH3:34])([CH3:33])[CH3:32])([CH3:29])[CH3:30])[C:9](=[O:26])[C:10]=1[CH2:11][C:12]1[CH:17]=[CH:16][C:15]([C:18]2[C:19]([C:24]#[N:25])=[CH:20][CH:21]=[CH:22][CH:23]=2)=[CH:14][CH:13]=1)[CH2:2][CH2:3][CH3:4]. (2) Given the reactants Br[CH2:2][C:3]1[N:8]=[CH:7][C:6]([C:9]#[N:10])=[CH:5][CH:4]=1.C(=O)([O-])[O-].[K+].[K+].[CH3:17][O:18][CH:19]([O:27][CH3:28])[C:20]1[CH:25]=[CH:24][N:23]=[CH:22][C:21]=1[OH:26], predict the reaction product. The product is: [CH3:28][O:27][CH:19]([O:18][CH3:17])[C:20]1[CH:25]=[CH:24][N:23]=[CH:22][C:21]=1[O:26][CH2:2][C:3]1[N:8]=[CH:7][C:6]([C:9]#[N:10])=[CH:5][CH:4]=1.